From a dataset of Full USPTO retrosynthesis dataset with 1.9M reactions from patents (1976-2016). Predict the reactants needed to synthesize the given product. (1) Given the product [Cl:1][C:2]1[CH:3]=[C:4]([NH:9][C:10]2[C:19]3[C:14](=[CH:15][C:16]([O:27][CH3:28])=[CH:17][C:18]=3[O:20][CH2:21][C@@H:22]3[CH2:26][CH2:25][CH2:24][N:23]3[C:32](=[O:33])[CH2:31][N:30]([CH3:35])[CH3:29])[N:13]=[CH:12][N:11]=2)[CH:5]=[CH:6][C:7]=1[F:8], predict the reactants needed to synthesize it. The reactants are: [Cl:1][C:2]1[CH:3]=[C:4]([NH:9][C:10]2[C:19]3[C:14](=[CH:15][C:16]([O:27][CH3:28])=[CH:17][C:18]=3[O:20][CH2:21][C@@H:22]3[CH2:26][CH2:25][CH2:24][NH:23]3)[N:13]=[CH:12][N:11]=2)[CH:5]=[CH:6][C:7]=1[F:8].[CH3:29][N:30]([CH3:35])[CH2:31][C:32](O)=[O:33]. (2) Given the product [F:1][C:2]([F:16])([F:15])[C:3]1[CH:14]=[CH:13][C:6]2[S:7][C:8]([C:10]([O:22][CH2:21][CH2:20][OH:23])=[O:11])=[CH:9][C:5]=2[CH:4]=1, predict the reactants needed to synthesize it. The reactants are: [F:1][C:2]([F:16])([F:15])[C:3]1[CH:14]=[CH:13][C:6]2[S:7][C:8]([C:10](Cl)=[O:11])=[CH:9][C:5]=2[CH:4]=1.ClCCl.[CH2:20]([OH:23])[CH2:21][OH:22].C(N(CC)CC)C. (3) Given the product [ClH:42].[ClH:42].[N+:27]([C:30]1[CH:35]=[CH:34][C:33]([CH2:36][CH2:37][CH2:38][NH:1][CH2:2][CH2:3][NH:4][S:5]([C:8]2[C:9]3[CH:10]=[CH:11][N:12]=[CH:13][C:14]=3[CH:15]=[C:16]([C:18]3[CH:23]=[CH:22][CH:21]=[C:20]([CH:24]([F:26])[F:25])[CH:19]=3)[CH:17]=2)(=[O:7])=[O:6])=[CH:32][CH:31]=1)([O-:29])=[O:28], predict the reactants needed to synthesize it. The reactants are: [NH2:1][CH2:2][CH2:3][NH:4][S:5]([C:8]1[C:9]2[CH:10]=[CH:11][N:12]=[CH:13][C:14]=2[CH:15]=[C:16]([C:18]2[CH:23]=[CH:22][CH:21]=[C:20]([CH:24]([F:26])[F:25])[CH:19]=2)[CH:17]=1)(=[O:7])=[O:6].[N+:27]([C:30]1[CH:35]=[CH:34][C:33]([CH2:36][CH2:37][CH:38]=O)=[CH:32][CH:31]=1)([O-:29])=[O:28].[BH4-].[Na+].[Cl:42]CCl. (4) Given the product [Cl:1][C:2]1[N:7]=[C:6]2[CH:8]=[C:9]([C:20]([OH:22])=[O:21])[NH:10][C:5]2=[CH:4][CH:3]=1, predict the reactants needed to synthesize it. The reactants are: [Cl:1][C:2]1[N:7]=[C:6]2[CH:8]=[C:9]([C:20]([O:22]CC)=[O:21])[N:10](S(C3C=CC=CC=3)(=O)=O)[C:5]2=[CH:4][CH:3]=1.[OH-].[Na+].Cl. (5) Given the product [C:1]([C:4]1[CH:5]=[C:6]([C:22]2[CH:27]=[CH:26][C:25]([Cl:28])=[C:24]([Cl:29])[CH:23]=2)[CH:7]=[C:8]2[C:16]=1[NH:15][C:14]1[CH:13]=[CH:12][C:11]([C:17]([OH:19])=[O:18])=[CH:10][C:9]2=1)(=[O:3])[NH2:2], predict the reactants needed to synthesize it. The reactants are: [C:1]([C:4]1[CH:5]=[C:6]([C:22]2[CH:27]=[CH:26][C:25]([Cl:28])=[C:24]([Cl:29])[CH:23]=2)[CH:7]=[C:8]2[C:16]=1[NH:15][C:14]1[CH:13]=[CH:12][C:11]([C:17]([O:19]CC)=[O:18])=[CH:10][C:9]2=1)(=[O:3])[NH2:2].[OH-].[Na+].CCO.